Predict the reactants needed to synthesize the given product. From a dataset of Full USPTO retrosynthesis dataset with 1.9M reactions from patents (1976-2016). (1) Given the product [F:30][C:20]([C:17]1[CH:18]=[CH:19][C:14]([C:10]2[CH:9]=[C:8]([NH:7][C:1](=[O:5])[CH2:2][CH2:3][CH3:4])[CH:13]=[CH:12][CH:11]=2)=[CH:15][CH:16]=1)([CH3:29])[CH2:21][NH:22][S:23]([CH:26]([CH3:27])[CH3:28])(=[O:25])=[O:24], predict the reactants needed to synthesize it. The reactants are: [C:1](Cl)(=[O:5])[CH2:2][CH2:3][CH3:4].[NH2:7][C:8]1[CH:9]=[C:10]([C:14]2[CH:19]=[CH:18][C:17]([C:20]([F:30])([CH3:29])[CH2:21][NH:22][S:23]([CH:26]([CH3:28])[CH3:27])(=[O:25])=[O:24])=[CH:16][CH:15]=2)[CH:11]=[CH:12][CH:13]=1.C(N(CC)CC)C.O. (2) Given the product [Cl:1][C:2]1[CH:3]=[CH:4][C:5]([NH:11][CH2:12][CH2:13][CH3:14])=[C:6]([CH:10]=1)[C:7]([NH:39][C:35]([CH3:36])([C:37]#[CH:38])[CH3:34])=[O:9], predict the reactants needed to synthesize it. The reactants are: [Cl:1][C:2]1[CH:3]=[CH:4][C:5]([NH:11][CH2:12][CH2:13][CH3:14])=[C:6]([CH:10]=1)[C:7]([OH:9])=O.CCN(C(C)C)C(C)C.C1C=CC2N(O)N=NC=2C=1.[CH3:34][C:35]([NH2:39])([C:37]#[CH:38])[CH3:36].CCN=C=NCCCN(C)C.